From a dataset of Forward reaction prediction with 1.9M reactions from USPTO patents (1976-2016). Predict the product of the given reaction. (1) Given the reactants Cl[C:2]1[N:7]=[C:6]([NH:8][C@@H:9]2[CH2:14][CH2:13][CH2:12][CH2:11][C@@H:10]2[NH:15][C:16](=[O:22])[O:17][C:18]([CH3:21])([CH3:20])[CH3:19])[CH:5]=[N:4][C:3]=1[C:23]#[N:24].[N:25]1[N:26]([C:30]2[CH:31]=[C:32]([CH:34]=[CH:35][CH:36]=2)[NH2:33])[N:27]=[CH:28][CH:29]=1.C([O-])([O-])=O.[K+].[K+], predict the reaction product. The product is: [N:25]1[N:26]([C:30]2[CH:31]=[C:32]([NH:33][C:2]3[N:7]=[C:6]([NH:8][C@@H:9]4[CH2:14][CH2:13][CH2:12][CH2:11][C@@H:10]4[NH:15][C:16](=[O:22])[O:17][C:18]([CH3:21])([CH3:20])[CH3:19])[CH:5]=[N:4][C:3]=3[C:23]#[N:24])[CH:34]=[CH:35][CH:36]=2)[N:27]=[CH:28][CH:29]=1. (2) Given the reactants [H-].[Na+].[CH3:3][C@@H:4]1[CH2:8][CH2:7][CH2:6][C@H:5]1[OH:9].[Cl:10][C:11]1[CH:16]=[C:15](Cl)[N:14]=[CH:13][N:12]=1.[Cl-].[NH4+], predict the reaction product. The product is: [Cl:10][C:11]1[CH:16]=[C:15]([O:9][C@@H:5]2[CH2:6][CH2:7][CH2:8][C@H:4]2[CH3:3])[N:14]=[CH:13][N:12]=1.